From a dataset of Full USPTO retrosynthesis dataset with 1.9M reactions from patents (1976-2016). Predict the reactants needed to synthesize the given product. (1) Given the product [Cl:20][C:5]1[C:6]([NH:8][C@@H:9]2[CH2:14][CH2:13][CH2:12][CH2:11][C@H:10]2[NH:15][S:16]([CH3:19])(=[O:18])=[O:17])=[N:7][C:2]([NH:34][C:31]2[CH:32]=[CH:33][C:26]3[CH2:25][CH2:24][N:23]([CH2:21][CH3:22])[CH2:29][CH2:28][C:27]=3[CH:30]=2)=[N:3][CH:4]=1, predict the reactants needed to synthesize it. The reactants are: Cl[C:2]1[N:7]=[C:6]([NH:8][C@@H:9]2[CH2:14][CH2:13][CH2:12][CH2:11][C@H:10]2[NH:15][S:16]([CH3:19])(=[O:18])=[O:17])[C:5]([Cl:20])=[CH:4][N:3]=1.[CH2:21]([N:23]1[CH2:29][CH2:28][C:27]2[CH:30]=[C:31]([NH2:34])[CH:32]=[CH:33][C:26]=2[CH2:25][CH2:24]1)[CH3:22].Cl.C(=O)([O-])[O-]. (2) Given the product [F:1][C:2]1[CH:9]=[CH:8][C:5]([CH2:6][NH:14][C:15]2[CH:16]=[C:17]3[C:21]4=[C:22]([CH2:24][S:25][CH2:26][CH2:27][N:20]4[C@H:19]4[CH2:28][CH2:29][NH:30][CH2:31][C@@H:18]34)[CH:23]=2)=[C:4]([C:10]([F:13])([F:12])[F:11])[CH:3]=1, predict the reactants needed to synthesize it. The reactants are: [F:1][C:2]1[CH:9]=[CH:8][C:5]([CH:6]=O)=[C:4]([C:10]([F:13])([F:12])[F:11])[CH:3]=1.[NH2:14][C:15]1[CH:16]=[C:17]2[C:21]3=[C:22]([CH2:24][S:25][CH2:26][CH2:27][N:20]3[C@H:19]3[CH2:28][CH2:29][N:30](C(OC(C)(C)C)=O)[CH2:31][C@@H:18]23)[CH:23]=1. (3) Given the product [C:39]([O:38][C:36]([C:11]1[CH:10]=[CH:9][C:8]2[C:7]([CH:1]3[CH2:6][CH2:5][CH2:4][CH2:3][CH2:2]3)=[C:15]3[C:16]4[CH:33]=[CH:32][C:31]([O:34][CH3:35])=[CH:30][C:17]=4[CH:18]=[C:19]([C:21]4[O:25][CH:24]=[N:23][C:22]=4[C:26]([OH:28])=[O:27])[CH2:20][N:14]3[C:13]=2[CH:12]=1)=[O:37])([CH3:42])([CH3:40])[CH3:41], predict the reactants needed to synthesize it. The reactants are: [CH:1]1([C:7]2[C:8]3[CH:9]=[CH:10][C:11]([C:36]([O:38][C:39]([CH3:42])([CH3:41])[CH3:40])=[O:37])=[CH:12][C:13]=3[N:14]3[CH2:20][C:19]([C:21]4[O:25][CH:24]=[N:23][C:22]=4[C:26]([O:28]C)=[O:27])=[CH:18][C:17]4[CH:30]=[C:31]([O:34][CH3:35])[CH:32]=[CH:33][C:16]=4[C:15]=23)[CH2:6][CH2:5][CH2:4][CH2:3][CH2:2]1.[OH-].C([N+](CCCC)(CCCC)CCCC)CCC.P([O-])(O)(O)=O.[Na+].Cl. (4) Given the product [Si:1]([O:8][CH:9]1[CH2:14][CH2:13][N:12]([C:15]([C:28]2[CH:29]=[CH:30][CH:31]=[CH:32][CH:33]=2)([C:16]2[CH:21]=[CH:20][CH:19]=[CH:18][CH:17]=2)[C:22]2[CH:23]=[CH:24][CH:25]=[CH:26][CH:27]=2)[CH2:11]/[C:10]/1=[CH:34]/[CH2:35][C:52]#[N:53])([C:4]([CH3:5])([CH3:7])[CH3:6])([CH3:3])[CH3:2], predict the reactants needed to synthesize it. The reactants are: [Si:1]([O:8][CH:9]1[CH2:14][CH2:13][N:12]([C:15]([C:28]2[CH:33]=[CH:32][CH:31]=[CH:30][CH:29]=2)([C:22]2[CH:27]=[CH:26][CH:25]=[CH:24][CH:23]=2)[C:16]2[CH:21]=[CH:20][CH:19]=[CH:18][CH:17]=2)[CH2:11]/[C:10]/1=[CH:34]/[CH2:35]O)([C:4]([CH3:7])([CH3:6])[CH3:5])([CH3:3])[CH3:2].C(P(CCCC)CCCC)CCC.CC(C)(O)[C:52]#[N:53].N(C(N(C)C)=O)=NC(N(C)C)=O. (5) Given the product [Br:17][C:18]1[CH:19]=[C:20]([CH:26]([OH:45])[CH2:27][NH:28][C:29]2[CH:34]=[CH:33][NH:32][C:31](=[O:35])[C:30]=2[C:36]2[NH:37][C:38]3[CH:43]=[CH:42][N:41]=[CH:40][C:39]=3[N:44]=2)[CH:21]=[CH:22][C:23]=1[O:24][CH3:25].[NH2:37][C:38]1[CH:43]=[CH:42][N:41]=[CH:40][C:39]=1[NH:44][C:36]([C:30]1[C:31](=[O:35])[NH:32][CH:33]=[CH:34][C:29]=1[NH:28][CH2:27][CH:26]([C:20]1[CH:21]=[CH:22][C:23]([O:24][CH3:25])=[C:18]([Br:17])[CH:19]=1)[OH:45])=[O:13], predict the reactants needed to synthesize it. The reactants are: N1C2C=CN=CC=2N=C1.FC(F)(F)C(O)=[O:13].[Br:17][C:18]1[CH:19]=[C:20]([CH:26]([OH:45])[CH2:27][NH:28][C:29]2[CH:34]=[CH:33][NH:32][C:31](=[O:35])[C:30]=2[C:36]2[NH:37][C:38]3[CH:43]=[CH:42][N:41]=[CH:40][C:39]=3[N:44]=2)[CH:21]=[CH:22][C:23]=1[O:24][CH3:25].BrC1C=C(C(O[Si](CC)(CC)CC)CN)C=CC=1OC. (6) Given the product [C:1]([C:5]1[CH:6]=[C:7]([CH:25]=[C:26]([C:28]([CH3:31])([CH3:30])[CH3:29])[CH:27]=1)[CH2:8][C@H:9]1[CH2:14][C@@H:13]([C:15]2[O:19][NH:18][C:17](=[O:20])[CH:16]=2)[CH2:12][CH2:11][N:10]1[C:21]([O:23][CH3:24])=[O:22])([CH3:3])([CH3:4])[CH3:2].[C:1]([C:5]1[CH:6]=[C:7]([CH:25]=[C:26]([C:28]([CH3:31])([CH3:30])[CH3:29])[CH:27]=1)[CH2:8][C@@H:9]1[CH2:14][C@H:13]([C:15]2[O:19][NH:18][C:17](=[O:20])[CH:16]=2)[CH2:12][CH2:11][N:10]1[C:21]([O:23][CH3:24])=[O:22])([CH3:3])([CH3:4])[CH3:2], predict the reactants needed to synthesize it. The reactants are: [C:1]([C:5]1[CH:6]=[C:7]([CH:25]=[C:26]([C:28]([CH3:31])([CH3:30])[CH3:29])[CH:27]=1)[CH2:8][C@H:9]1[CH2:14][C@@H:13]([C:15]2[O:19][NH:18][C:17](=[O:20])[CH:16]=2)[CH2:12][CH2:11][N:10]1[C:21]([O:23][CH3:24])=[O:22])([CH3:4])([CH3:3])[CH3:2].CCCCCCC.CCO. (7) Given the product [F:1][C:2]([F:9])([C:11]1[N:12]=[N:13][C:14]([CH3:17])=[CH:15][CH:16]=1)[C:3]([O:5][CH2:6][CH3:7])=[O:4], predict the reactants needed to synthesize it. The reactants are: [F:1][C:2]([F:9])(I)[C:3]([O:5][CH2:6][CH3:7])=[O:4].Br[C:11]1[N:12]=[N:13][C:14]([CH3:17])=[CH:15][CH:16]=1.O.[NH4+].[Cl-].